From a dataset of Forward reaction prediction with 1.9M reactions from USPTO patents (1976-2016). Predict the product of the given reaction. (1) The product is: [C:1]([C:5]1[CH:10]=[C:9]2[C:8]([CH2:11][CH2:12][CH:13]2[C:15]2[N:16]=[CH:17][NH:18][CH:19]=2)=[CH:7][CH:6]=1)([CH3:4])([CH3:3])[CH3:2]. Given the reactants [C:1]([C:5]1[CH:10]=[CH:9][C:8]([CH2:11][CH2:12][CH:13]([C:15]2[N:16]=[CH:17][NH:18][CH:19]=2)O)=[CH:7][CH:6]=1)([CH3:4])([CH3:3])[CH3:2], predict the reaction product. (2) The product is: [CH3:40][CH:41]([CH3:44])[CH2:42][N:13]([CH2:14][C@@H:15]([NH:23][C:24]([O:26][CH2:27][C:28]1[S:32][CH:31]=[N:30][CH:29]=1)=[O:25])[CH2:16][C:17]1[CH:18]=[CH:19][CH:20]=[CH:21][CH:22]=1)[CH2:12][C@@H:11]([NH:10][C:8]([O:7][CH2:6][C:5]1[S:1][CH:2]=[N:3][CH:4]=1)=[O:9])[CH2:33][C:34]1[CH:39]=[CH:38][CH:37]=[CH:36][CH:35]=1. Given the reactants [S:1]1[C:5]([CH2:6][O:7][C:8]([NH:10][C@@H:11]([CH2:33][C:34]2[CH:39]=[CH:38][CH:37]=[CH:36][CH:35]=2)[CH2:12][NH:13][CH2:14][C@@H:15]([NH:23][C:24]([O:26][CH2:27][C:28]2[S:32][CH:31]=[N:30][CH:29]=2)=[O:25])[CH2:16][C:17]2[CH:22]=[CH:21][CH:20]=[CH:19][CH:18]=2)=[O:9])=[CH:4][N:3]=[CH:2]1.[CH3:40][CH:41]([CH3:44])[CH:42]=O.C(O)(=O)C.C(O[BH-](OC(=O)C)OC(=O)C)(=O)C.[Na+].C(=O)(O)[O-].[Na+], predict the reaction product. (3) The product is: [CH2:28]([N:27]([CH2:22][CH2:23][CH2:24][CH2:25][CH3:26])[C:8](=[O:10])[C:7]1[CH:11]=[C:12]([CH:15]=[O:16])[CH:13]=[CH:14][C:6]=1[O:5][CH2:4][C:3]1[CH:17]=[CH:18][C:19]([F:21])=[CH:20][C:2]=1[F:1])[CH2:29][CH2:30][CH2:31][CH3:32]. Given the reactants [F:1][C:2]1[CH:20]=[C:19]([F:21])[CH:18]=[CH:17][C:3]=1[CH2:4][O:5][C:6]1[CH:14]=[CH:13][C:12]([CH:15]=[O:16])=[CH:11][C:7]=1[C:8]([OH:10])=O.[CH2:22]([N:27](CCCCC)[C:28](=O)[C:29]1C=C(C=O)[CH:32]=[CH:31][C:30]=1OC)[CH2:23][CH2:24][CH2:25][CH3:26], predict the reaction product. (4) The product is: [CH2:1]([C:8]1[N:12]([C:13]2[CH:18]=[CH:17][CH:16]=[CH:15][C:14]=2[F:19])[N:11]=[N:10][C:9]=1[C:20]1[O:22][N:33]=[C:30]([C:25]2[CH:26]=[CH:27][CH:28]=[CH:29][C:24]=2[F:23])[N:31]=1)[C:2]1[CH:3]=[CH:4][CH:5]=[CH:6][CH:7]=1. Given the reactants [CH2:1]([C:8]1[N:12]([C:13]2[CH:18]=[CH:17][CH:16]=[CH:15][C:14]=2[F:19])[N:11]=[N:10][C:9]=1[C:20]([OH:22])=O)[C:2]1[CH:7]=[CH:6][CH:5]=[CH:4][CH:3]=1.[F:23][C:24]1[CH:29]=[CH:28][CH:27]=[CH:26][C:25]=1[C:30](=[NH:33])[NH:31]O, predict the reaction product. (5) Given the reactants C(N(CC)CC)C.[C:8]([Si:12]([CH3:15])([CH3:14])Cl)([CH3:11])([CH3:10])[CH3:9].[I:16][C:17]1[CH:18]=[C:19]([C:24]([F:27])([F:26])[F:25])[C:20](=[O:23])[NH:21][CH:22]=1, predict the reaction product. The product is: [Si:12]([O:23][C:20]1[C:19]([C:24]([F:25])([F:26])[F:27])=[CH:18][C:17]([I:16])=[CH:22][N:21]=1)([C:8]([CH3:11])([CH3:10])[CH3:9])([CH3:15])[CH3:14]. (6) Given the reactants [F:1][C:2]([F:15])([F:14])[S:3]([O:6]S(C(F)(F)F)(=O)=O)(=[O:5])=[O:4].[CH2:16](O)[C:17]([CH3:20])([CH3:19])[CH3:18].N1C(C)=CC=CC=1C, predict the reaction product. The product is: [CH3:16][C:17]([CH3:20])([CH3:19])[CH2:18][O:6][S:3]([C:2]([F:15])([F:14])[F:1])(=[O:5])=[O:4].